From a dataset of Experimentally validated miRNA-target interactions with 360,000+ pairs, plus equal number of negative samples. Binary Classification. Given a miRNA mature sequence and a target amino acid sequence, predict their likelihood of interaction. (1) The miRNA is hsa-miR-30b-3p with sequence CUGGGAGGUGGAUGUUUACUUC. The protein sequence of the target gene is MDLHRAAFKMENSSYLPNPLASPALMVLASTAEASRDASIPCQQPRPFGVPVSVDKDVHIPFTNGSYTFASMYHRQGGVPGTFANRDFPPSLLHLHPQFAPPNLDCTPISMLNHSGVGAFRPFASTEDRESYQSAFTPAKRLKNCHDTESPHLRFSDADGKEYDFGTQLPSSSPGSLKVDDTGKKIFAVSGLISDRETSSSPEDRNDRCKKKAVALFDSQAPLCPICQVLLRPSELQEHMEQELEQLAQLPASKNSLLKDAMAPGTPKSLLLSASIKREGDSPTASPHSSATEDLHHSDR.... Result: 0 (no interaction). (2) The miRNA is hsa-miR-576-3p with sequence AAGAUGUGGAAAAAUUGGAAUC. The protein sequence of the target gene is MSATSVDTQRTKGQDNKVQNGSLHQKDTVHDNDFEPYLTGQSNQSNSYPSMSDPYLSSYYPPSIGFPYSLNEAPWSTAGDPPIPYLTTYGQLSNGDHHFMHDAVFGQPGGLGNNIYQHRFNFFPENPAFSAWGTSGSQGQQTQSSAYGSSYTYPPSSLGGTVVDGQPGFHSDTLSKAPGMNSLEQGMVGLKIGDVSSSAVKTVGSVVSSVALTGVLSGNGGTNVNMPVSKPTSWAAIASKPAKPQPKMKTKSGPVMGGGLPPPPIKHNMDIGTWDNKGPVPKAPVPQQAPSPQAAPQPQQ.... Result: 1 (interaction). (3) The miRNA is hsa-miR-516a-3p with sequence UGCUUCCUUUCAGAGGGU. The protein sequence of the target gene is MAAVQAPGEKINILAGETAKVGDPQKNEWPEQDRLPERSWRHKCASYVLALRPWSFSASLTPVALGSALAYRSQGVLDPRLLLGCAVAVLAVHGAGNLVNTYYDFSKGIDHKKSDDRTLVDRILEPQDVVRFGVFLYTLGCVCAACLYYLSALKLEHLALIYFGGLSGSFLYTGGIGFKYVALGDLVILITFGPLAVMFAYAVQVGSLAIFPLIYAIPLALSTEAILHSNNTRDMESDREAGIVTLAILIGPTFSYVLYNTLLFVPYLIFTILATHCSISLALPLLTIPMAFSLERQFRS.... Result: 0 (no interaction). (4) Result: 0 (no interaction). The protein sequence of the target gene is MGTGPAQTPRSTRAGPEPSPAPPGPGDTGDSDVTQEGSGPAGIRGGETVIRAGMGDSPGRGAPERRHKAQPGRARKYEWRPEGPTSMGSLGQREDLQDEDRNSAFTWKVQANNRAYNGQFKEKVILCWQRKKYKTNVIRTAKYNFYSFLPLNLYEQFHRVSNLFFLIIIILQSIPDISTLPWFSLSTPMVCLLFIRATRDLVDDMGRHKSDRAINNRPCQILMGKSFKQKKWQDLCVGDVVCLRKDNIVPADMLLLASTEPSSLCYVETVDIDGETNLKFRQALMVTHKELATIKKMASF.... The miRNA is hsa-miR-6727-3p with sequence UCCUGCCACCUCCUCCGCAG. (5) The miRNA is hsa-miR-1183 with sequence CACUGUAGGUGAUGGUGAGAGUGGGCA. The protein sequence of the target gene is MDPNSILLSPQPQICSHLAEACTEGERSSSPPELDRDSPFPWSQVPSSSPTDPEWFGDEHIQAKRARVETIVRGMCLSPNPLVPGNAQAGVSPRCPKKARERKRKQNLPTPQGLLMPAPAWDQGNRKGGPRVREQLHLLKQQLRHLQEHILQAAKPRDTAQGPGGCGTGKGPLSAKQGNGCGPRPWVVDGDHQQGTSKDLSGAEKHQESEKPSFLPSGAPASLEILRKELTRAVSQAVDSVLQKVLLDPPGHLTQLGRSFQGQVAEGRSEPSPPVGGACKDPLALAALPRRVQLQAGVPV.... Result: 0 (no interaction). (6) The miRNA is hsa-miR-155-5p with sequence UUAAUGCUAAUCGUGAUAGGGGUU. The protein sequence of the target gene is MAITLEEAPWLGWLLVKALMRFAFMVVNNLVAIPSYICYVIILQPLRVLDSKRFWYIEGIMYKWLLGMVASWGWYAGYTVMEWGEDIKAVSKDEAVMLVNHQATGDVCTLMMCLQDKGLVVAQMMWLMDHIFKYTNFGIVSLVHGDFFIRQGRSYRDQQLLLLKKHLENNYRSRDRKWIVLFPEGGFLRKRRETSQAFAKKNNLPFLTNVTLPRSGATKIILNALVAQQKNGSPAGGDAKELDSKSKGLQWIIDTTIAYPKAEPIDIQTWILGYRKPTVTHVHYRIFPIKDVPLETDDLT.... Result: 1 (interaction).